The task is: Regression. Given a target protein amino acid sequence and a drug SMILES string, predict the binding affinity score between them. We predict KIBA score (integrated kinase binding score). Dataset: kiba.. This data is from Kinase inhibitor bioactivity data combining Ki, Kd, and IC50 measurements. (1) The small molecule is Cn1cc(-c2cnn3c(N)c(-c4ccc(NC(=O)Nc5cccc(C(F)(F)F)c5)cc4)cnc23)cn1. The target protein (Q13627) has sequence MHTGGETSACKPSSVRLAPSFSFHAAGLQMAGQMPHSHQYSDRRQPNISDQQVSALSYSDQIQQPLTNQVMPDIVMLQRRMPQTFRDPATAPLRKLSVDLIKTYKHINEVYYAKKKRRHQQGQGDDSSHKKERKVYNDGYDDDNYDYIVKNGEKWMDRYEIDSLIGKGSFGQVVKAYDRVEQEWVAIKIIKNKKAFLNQAQIEVRLLELMNKHDTEMKYYIVHLKRHFMFRNHLCLVFEMLSYNLYDLLRNTNFRGVSLNLTRKFAQQMCTALLFLATPELSIIHCDLKPENILLCNPKRSAIKIVDFGSSCQLGQRIYQYIQSRFYRSPEVLLGMPYDLAIDMWSLGCILVEMHTGEPLFSGANEVDQMNKIVEVLGIPPAHILDQAPKARKFFEKLPDGTWNLKKTKDGKREYKPPGTRKLHNILGVETGGPGGRRAGESGHTVADYLKFKDLILRMLDYDPKTRIQPYYALQHSFFKKTADEGTNTSNSVSTSPAME.... The KIBA score is 11.3. (2) The compound is Cc1cc(NC(=O)Cc2ccc(-c3cccc4[nH]nc(N)c34)cc2)ccc1F. The target protein (P24941) has sequence MENFQKVEKIGEGTYGVVYKARNKLTGEVVALKKIRLDTETEGVPSTAIREISLLKELNHPNIVKLLDVIHTENKLYLVFEFLHQDLKKFMDASALTGIPLPLIKSYLFQLLQGLAFCHSHRVLHRDLKPQNLLINTEGAIKLADFGLARAFGVPVRTYTHEVVTLWYRAPEILLGCKYYSTAVDIWSLGCIFAEMVTRRALFPGDSEIDQLFRIFRTLGTPDEVVWPGVTSMPDYKPSFPKWARQDFSKVVPPLDEDGRSLLSQMLHYDPNKRISAKAALAHPFFQDVTKPVPHLRL. The KIBA score is 11.5. (3) The compound is Cc1cccc(NC(=O)Nc2ccc(-c3csc4c(-c5cnn(CC(C)O)c5)cnc(N)c34)cc2)c1. The target protein (P31751) has sequence MNEVSVIKEGWLHKRGEYIKTWRPRYFLLKSDGSFIGYKERPEAPDQTLPPLNNFSVAECQLMKTERPRPNTFVIRCLQWTTVIERTFHVDSPDEREEWMRAIQMVANSLKQRAPGEDPMDYKCGSPSDSSTTEEMEVAVSKARAKVTMNDFDYLKLLGKGTFGKVILVREKATGRYYAMKILRKEVIIAKDEVAHTVTESRVLQNTRHPFLTALKYAFQTHDRLCFVMEYANGGELFFHLSRERVFTEERARFYGAEIVSALEYLHSRDVVYRDIKLENLMLDKDGHIKITDFGLCKEGISDGATMKTFCGTPEYLAPEVLEDNDYGRAVDWWGLGVVMYEMMCGRLPFYNQDHERLFELILMEEIRFPRTLSPEAKSLLAGLLKKDPKQRLGGGPSDAKEVMEHRFFLSINWQDVVQKKLLPPFKPQVTSEVDTRYFDDEFTAQSITITPPDRYDSLGLLELDQRTHFPQFSYSASIRE. The KIBA score is 11.2. (4) The drug is CC(C)(C)c1nnc2ccc(-c3ocnc3-c3ccc(F)cc3F)cn12. The target protein (Q9UGJ0) has sequence MGSAVMDTKKKKDVSSPGGSGGKKNASQKRRSLRVHIPDLSSFAMPLLDGDLEGSGKHSSRKVDSPFGPGSPSKGFFSRGPQPRPSSPMSAPVRPKTSPGSPKTVFPFSYQESPPRSPRRMSFSGIFRSSSKESSPNSNPATSPGGIRFFSRSRKTSGLSSSPSTPTQVTKQHTFPLESYKHEPERLENRIYASSSPPDTGQRFCPSSFQSPTRPPLASPTHYAPSKAAALAAALGPAEAGMLEKLEFEDEAVEDSESGVYMRFMRSHKCYDIVPTSSKLVVFDTTLQVKKAFFALVANGVRAAPLWESKKQSFVGMLTITDFINILHRYYKSPMVQIYELEEHKIETWRELYLQETFKPLVNISPDASLFDAVYSLIKNKIHRLPVIDPISGNALYILTHKRILKFLQLFMSDMPKPAFMKQNLDELGIGTYHNIAFIHPDTPIIKALNIFVERRISALPVVDESGKVVDIYSKFDVINLAAEKTYNNLDITVTQALQH.... The KIBA score is 11.1.